Task: Predict the reactants needed to synthesize the given product.. Dataset: Full USPTO retrosynthesis dataset with 1.9M reactions from patents (1976-2016) (1) Given the product [CH3:12][O:11][C:8]([C:6]1[CH:7]=[C:2]([B:13]([OH:17])[OH:14])[CH:3]=[N:4][CH:5]=1)([CH3:10])[CH3:9], predict the reactants needed to synthesize it. The reactants are: Br[C:2]1[CH:3]=[N:4][CH:5]=[C:6]([C:8]([O:11][CH3:12])([CH3:10])[CH3:9])[CH:7]=1.[B:13]1(B2OC(C)(C)C(C)(C)O2)[O:17]C(C)(C)C(C)(C)[O:14]1.C([O-])(=O)C.[K+].C1(P(C2CCCCC2)C2CCCCC2)CCCCC1. (2) The reactants are: [NH2:1][C@@H:2]1[C:8](=[O:9])[N:7]([CH2:10][CH:11]2[CH2:13][CH2:12]2)[C:6]2[CH:14]=[CH:15][CH:16]=[CH:17][C:5]=2[C:4]2[CH:18]=[CH:19][CH:20]=[CH:21][C:3]1=2.[CH3:22][C:23]([CH3:38])([C:27]([NH:29][CH2:30][C:31]([F:37])([F:36])[C:32]([F:35])([F:34])[F:33])=[O:28])[C:24](O)=[O:25]. Given the product [CH:11]1([CH2:10][N:7]2[C:8](=[O:9])[C@@H:2]([NH:1][C:24](=[O:25])[C:23]([CH3:22])([CH3:38])[C:27]([NH:29][CH2:30][C:31]([F:36])([F:37])[C:32]([F:33])([F:34])[F:35])=[O:28])[C:3]3[CH:21]=[CH:20][CH:19]=[CH:18][C:4]=3[C:5]3[CH:17]=[CH:16][CH:15]=[CH:14][C:6]2=3)[CH2:13][CH2:12]1, predict the reactants needed to synthesize it. (3) Given the product [NH2:1][C:2]1[C:7]([C:8]([C:10]2[CH:11]=[CH:12][C:13]([O:17][CH3:18])=[C:14]([F:16])[CH:15]=2)=[O:9])=[CH:6][N:5]=[C:4]([NH:41][CH:38]2[CH2:39][CH2:40][N:35]([S:32]([CH3:31])(=[O:34])=[O:33])[CH2:36][CH2:37]2)[N:3]=1, predict the reactants needed to synthesize it. The reactants are: [NH2:1][C:2]1[C:7]([C:8]([C:10]2[CH:15]=[C:14]([F:16])[C:13]([O:17][CH3:18])=[CH:12][CH:11]=2)=[O:9])=[CH:6][N:5]=[C:4](S(CC)(=O)=O)[N:3]=1.FC(F)(F)C(O)=O.[CH3:31][S:32]([N:35]1[CH2:40][CH2:39][CH:38]([NH2:41])[CH2:37][CH2:36]1)(=[O:34])=[O:33]. (4) The reactants are: [CH2:1]=[CH:2][C:3]1[CH:8]=[CH:7][CH:6]=[CH:5][CH:4]=1.C([Li])CCC.C=CC=C. Given the product [CH2:1]=[CH:2][CH:3]=[CH2:4].[CH2:1]=[CH:2][C:3]1[CH:8]=[CH:7][CH:6]=[CH:5][CH:4]=1, predict the reactants needed to synthesize it. (5) The reactants are: CC([O-])(C)C.[K+].Cl.[NH2:8][OH:9].[CH2:10]([C:12]1[CH:13]=[C:14]([CH:17]=[C:18]([CH3:20])[N:19]=1)[C:15]#[N:16])[CH3:11]. Given the product [CH2:10]([C:12]1[CH:13]=[C:14]([CH:17]=[C:18]([CH3:20])[N:19]=1)[C:15]([NH:8][OH:9])=[NH:16])[CH3:11], predict the reactants needed to synthesize it. (6) Given the product [CH3:1][C:2]1[CH:3]=[C:4]([N:11]2[CH2:12][CH2:13][CH:14]([N:17]3[CH2:21][CH2:20][CH2:19][C@@H:18]3[CH3:22])[CH2:15][CH2:16]2)[CH:5]=[CH:6][C:7]=1[NH2:8], predict the reactants needed to synthesize it. The reactants are: [CH3:1][C:2]1[CH:3]=[C:4]([N:11]2[CH2:16][CH2:15][CH:14]([N:17]3[CH2:21][CH2:20][CH2:19][C@@H:18]3[CH3:22])[CH2:13][CH2:12]2)[CH:5]=[CH:6][C:7]=1[N+:8]([O-])=O. (7) Given the product [CH2:1]([C:3]1[C:8](=[O:9])[CH2:7][C:6]([CH3:11])([CH3:10])[C@:5](/[CH:13]=[CH:14]/[C:15](/[CH3:21])=[CH:16]\[C:17]([OH:19])=[O:18])([OH:12])[C:4]=1[CH3:22])[CH3:2], predict the reactants needed to synthesize it. The reactants are: [CH2:1]([C:3]1[C:8](=[O:9])[CH2:7][C:6]([CH3:11])([CH3:10])[C@:5](/[CH:13]=[CH:14]/[C:15](/[CH3:21])=[CH:16]\[C:17]([O:19]C)=[O:18])([OH:12])[C:4]=1[CH3:22])[CH3:2].O.[OH-].[Li+]. (8) The reactants are: [CH:1]1([CH2:6][CH2:7][CH:8]([CH3:13])[CH2:9][CH:10]=[N:11]O)[CH2:5][CH2:4][CH2:3][CH2:2]1.C(OC(=O)C)(=O)C. Given the product [CH:1]1([CH2:6][CH2:7][CH:8]([CH3:13])[CH2:9][C:10]#[N:11])[CH2:5][CH2:4][CH2:3][CH2:2]1, predict the reactants needed to synthesize it. (9) The reactants are: [O:1]=[C:2]1[NH:10][C:5]2=[N:6][CH:7]=[CH:8][CH:9]=[C:4]2[C@:3]21[CH2:43][C:13]1[CH:14]=[C:15]3[C:20](=[CH:21][C:12]=1[CH2:11]2)[N:19]=[CH:18][C:17]([CH2:22][NH:23][CH2:24][CH:25]([C:37]1[CH:42]=[CH:41][CH:40]=[CH:39][CH:38]=1)[CH2:26][NH:27][C:28]1([C:33]([O:35]C)=[O:34])[CH2:32][CH2:31][CH2:30][CH2:29]1)=[CH:16]3.[OH-].[Na+]. Given the product [O:1]=[C:2]1[NH:10][C:5]2=[N:6][CH:7]=[CH:8][CH:9]=[C:4]2[C@:3]21[CH2:43][C:13]1[CH:14]=[C:15]3[C:20](=[CH:21][C:12]=1[CH2:11]2)[N:19]=[CH:18][C:17]([CH2:22][NH:23][CH2:24][CH:25]([C:37]1[CH:38]=[CH:39][CH:40]=[CH:41][CH:42]=1)[CH2:26][NH:27][C:28]1([C:33]([OH:35])=[O:34])[CH2:29][CH2:30][CH2:31][CH2:32]1)=[CH:16]3, predict the reactants needed to synthesize it.